Dataset: Full USPTO retrosynthesis dataset with 1.9M reactions from patents (1976-2016). Task: Predict the reactants needed to synthesize the given product. (1) Given the product [CH3:8][CH2:7][CH2:9][CH2:10][CH2:11]/[CH:12]=[CH:27]\[CH2:26]/[CH:25]=[CH:24]\[CH2:13][CH2:14][CH2:15][CH2:16][CH2:22][CH2:21][CH2:20][C:18]([OH:19])=[O:40], predict the reactants needed to synthesize it. The reactants are: CC(CCC[C@H:7]([C@@H:9]1[C@:27]2(C)[C@H:12]([C@H:13]3[C@H:24]([CH2:25][CH2:26]2)[C@:22]2(C)[C:16](C[C@H:18]([CH2:20][CH2:21]2)[OH:19])=[CH:15][CH2:14]3)[CH2:11][CH2:10]1)[CH3:8])C.C1C(NCCN)=C2C(C3C=CN=CC=3C(=O)C2=C(NCCN)C=1)=[O:40]. (2) Given the product [Cl:27][C:24]1[S:23][C:22]([C:10]2[N:11]([CH2:14][C:15]3[CH:20]=[CH:19][CH:18]=[CH:17][C:16]=3[F:21])[C:12](=[O:13])[N:8]([CH2:7][C:6]([NH:5][CH2:4][CH:3]([NH:2][S:40]([CH3:39])(=[O:42])=[O:41])[C:29]3[CH:34]=[CH:33][CH:32]=[CH:31][C:30]=3[C:35]([F:36])([F:37])[F:38])=[O:28])[N:9]=2)=[CH:26][CH:25]=1, predict the reactants needed to synthesize it. The reactants are: Cl.[NH2:2][CH:3]([C:29]1[CH:34]=[CH:33][CH:32]=[CH:31][C:30]=1[C:35]([F:38])([F:37])[F:36])[CH2:4][NH:5][C:6](=[O:28])[CH2:7][N:8]1[C:12](=[O:13])[N:11]([CH2:14][C:15]2[CH:20]=[CH:19][CH:18]=[CH:17][C:16]=2[F:21])[C:10]([C:22]2[S:23][C:24]([Cl:27])=[CH:25][CH:26]=2)=[N:9]1.[CH3:39][S:40](Cl)(=[O:42])=[O:41].